This data is from Full USPTO retrosynthesis dataset with 1.9M reactions from patents (1976-2016). The task is: Predict the reactants needed to synthesize the given product. (1) Given the product [Cl:51][C:48]1[CH:49]=[CH:50][C:45]([CH2:44][CH2:43][CH:42]2[NH:38][C@H:39]([C:52]([N:54]3[CH2:58][CH2:57][CH2:56][C@H:55]3[C:59]#[N:60])=[O:53])[CH2:40][CH2:41]2)=[CH:46][CH:47]=1, predict the reactants needed to synthesize it. The reactants are: C(OC(N1C(C=CC2C=C(C)C=CC=2)CCC1C(N1CCC[C@H]1C#N)=O)=O)(C)(C)C.C(OC([N:38]1[CH:42]([CH:43]=[CH:44][C:45]2[CH:50]=[CH:49][C:48]([Cl:51])=[CH:47][CH:46]=2)[CH2:41][CH2:40][CH:39]1[C:52]([N:54]1[CH2:58][CH2:57][CH2:56][C@H:55]1[C:59]#[N:60])=[O:53])=O)(C)(C)C. (2) The reactants are: [CH3:1][S:2]([CH:5]1[CH2:10][CH2:9][N:8](C(OC(C)(C)C)=O)[CH2:7][CH2:6]1)(=[O:4])=[O:3].Cl. Given the product [CH3:1][S:2]([CH:5]1[CH2:10][CH2:9][NH:8][CH2:7][CH2:6]1)(=[O:4])=[O:3], predict the reactants needed to synthesize it. (3) Given the product [F:15][C:14]([F:17])([F:16])[O:13][C:10]1[CH:11]=[CH:12][C:7]([N:4]2[CH:5]=[N:6][C:2]([C:26]3[CH:27]=[CH:28][C:29]([CH2:32][CH2:33][CH2:34][N:35]4[C:36](=[O:45])[C:37]5[C:42](=[CH:41][CH:40]=[CH:39][CH:38]=5)[C:43]4=[O:44])=[CH:30][CH:31]=3)=[N:3]2)=[CH:8][CH:9]=1, predict the reactants needed to synthesize it. The reactants are: Br[C:2]1[N:6]=[CH:5][N:4]([C:7]2[CH:12]=[CH:11][C:10]([O:13][C:14]([F:17])([F:16])[F:15])=[CH:9][CH:8]=2)[N:3]=1.CC1(C)C(C)(C)OB([C:26]2[CH:31]=[CH:30][C:29]([CH2:32][CH2:33][CH2:34][N:35]3[C:43](=[O:44])[C:42]4[C:37](=[CH:38][CH:39]=[CH:40][CH:41]=4)[C:36]3=[O:45])=[CH:28][CH:27]=2)O1.C(=O)(O)[O-].[Na+].O1CCOCC1.